Dataset: Forward reaction prediction with 1.9M reactions from USPTO patents (1976-2016). Task: Predict the product of the given reaction. (1) Given the reactants [OH:1][C@H:2]([C:21]1[CH:26]=[CH:25][CH:24]=[CH:23][CH:22]=1)[CH:3]1[CH2:7][CH2:6][CH:5]([CH2:8][C:9]2[CH:14]=[CH:13][C:12]([N+:15]([O-])=O)=[CH:11][CH:10]=2)[N:4]1[C:18]([O-:20])=[O:19], predict the reaction product. The product is: [NH2:15][C:12]1[CH:13]=[CH:14][C:9]([CH2:8][C@@H:5]2[CH2:6][CH2:7][C@H:3]([C@H:2]([OH:1])[C:21]3[CH:26]=[CH:25][CH:24]=[CH:23][CH:22]=3)[N:4]2[C:18]([O:20][C:9]([CH3:14])([CH3:10])[CH3:8])=[O:19])=[CH:10][CH:11]=1. (2) Given the reactants FC(F)(F)C(O)=O.[C:8]([C:10]1([NH:13][C:14]([C@@H:16]2[CH2:20][C@@H:19]([S:21]([C:24]3[CH:29]=[CH:28][CH:27]=[CH:26][CH:25]=3)(=[O:23])=[O:22])[CH2:18][NH:17]2)=[O:15])[CH2:12][CH2:11]1)#[N:9].[C:30](O)(=[O:37])[C:31]1[CH:36]=[CH:35][CH:34]=[CH:33][CH:32]=1, predict the reaction product. The product is: [C:8]([C:10]1([NH:13][C:14]([C@@H:16]2[CH2:20][C@@H:19]([S:21]([C:24]3[CH:25]=[CH:26][CH:27]=[CH:28][CH:29]=3)(=[O:23])=[O:22])[CH2:18][N:17]2[C:30](=[O:37])[C:31]2[CH:36]=[CH:35][CH:34]=[CH:33][CH:32]=2)=[O:15])[CH2:12][CH2:11]1)#[N:9]. (3) The product is: [OH:8][CH:6]1[CH2:5][N:4]([C:10]2[C:11](=[O:18])[N:12]([CH3:17])[CH:13]=[C:14]([N:28]3[C:22]4[CH:21]=[C:20]([C:33]5[CH:32]=[N:31][N:30]([CH3:29])[CH:34]=5)[N:25]=[CH:24][C:23]=4[CH:26]=[N:27]3)[N:15]=2)[CH2:3][CH2:2][NH:1][CH2:7]1. Given the reactants [NH:1]1[CH2:7][CH:6]([OH:8])[CH2:5][NH:4][CH2:3][CH2:2]1.Br[C:10]1[C:11](=[O:18])[N:12]([CH3:17])[CH:13]=[C:14](Br)[N:15]=1.Cl[C:20]1[N:25]=[CH:24][C:23]2[CH:26]=[N:27][NH:28][C:22]=2[CH:21]=1.[CH3:29][N:30]1[CH:34]=[C:33](B2OC(C)(C)C(C)(C)O2)[CH:32]=[N:31]1, predict the reaction product. (4) The product is: [Cl:44][C:41]1[CH:42]=[CH:43][C:38]([CH2:37][C:29]2[N:28]=[C:27]([NH:16][CH:13]3[CH2:14][CH2:15][N:10]([C:6]4[CH:5]=[C:4]([CH3:3])[N:9]=[CH:8][N:7]=4)[CH2:11][CH2:12]3)[N:32]=[C:31]([C:33]([OH:36])([CH3:35])[CH3:34])[CH:30]=2)=[CH:39][CH:40]=1. Given the reactants Cl.Cl.[CH3:3][C:4]1[N:9]=[CH:8][N:7]=[C:6]([N:10]2[CH2:15][CH2:14][CH:13]([NH2:16])[CH2:12][CH2:11]2)[CH:5]=1.C(N(CC)C(C)C)(C)C.Cl[C:27]1[N:32]=[C:31]([C:33]([OH:36])([CH3:35])[CH3:34])[CH:30]=[C:29]([CH2:37][C:38]2[CH:43]=[CH:42][C:41]([Cl:44])=[CH:40][CH:39]=2)[N:28]=1, predict the reaction product.